From a dataset of Full USPTO retrosynthesis dataset with 1.9M reactions from patents (1976-2016). Predict the reactants needed to synthesize the given product. The reactants are: [CH2:1]([N:8]1[CH2:17][CH2:16][C:15]2[C:14](Cl)=[N:13][CH:12]=[N:11][C:10]=2[CH2:9]1)[C:2]1[CH:7]=[CH:6][CH:5]=[CH:4][CH:3]=1.[N:19]1([C:26]2[CH:32]=[CH:31][C:29]([NH2:30])=[CH:28][CH:27]=2)[CH2:25][CH2:24][CH2:23][CH2:22][CH2:21][CH2:20]1.N1C=CC=CC=1. Given the product [CH2:1]([N:8]1[CH2:17][CH2:16][C:15]2[C:14]([NH:30][C:29]3[CH:28]=[CH:27][C:26]([N:19]4[CH2:25][CH2:24][CH2:23][CH2:22][CH2:21][CH2:20]4)=[CH:32][CH:31]=3)=[N:13][CH:12]=[N:11][C:10]=2[CH2:9]1)[C:2]1[CH:7]=[CH:6][CH:5]=[CH:4][CH:3]=1, predict the reactants needed to synthesize it.